Predict the reactants needed to synthesize the given product. From a dataset of Full USPTO retrosynthesis dataset with 1.9M reactions from patents (1976-2016). (1) Given the product [O:15]=[C:10]1[C:9]2[NH:16][CH:17]=[CH:18][C:8]=2[C:7]2[CH:6]=[C:5]([S:2](=[O:3])(=[O:4])[NH:27][C:26]3[CH:28]=[CH:29][C:23]([CH3:22])=[CH:24][CH:25]=3)[CH:14]=[CH:13][C:12]=2[NH:11]1.[CH2:18]([C:19]([O-:21])=[O:20])[CH3:17], predict the reactants needed to synthesize it. The reactants are: Cl[S:2]([C:5]1[CH:14]=[CH:13][C:12]2[NH:11][C:10](=[O:15])[C:9]3[NH:16][CH:17]=[C:18]([C:19]([OH:21])=[O:20])[C:8]=3[C:7]=2[CH:6]=1)(=[O:4])=[O:3].[CH3:22][C:23]1[CH:29]=[CH:28][C:26]([NH2:27])=[CH:25][CH:24]=1. (2) Given the product [O:6]1[C:2]2[CH:10]=[CH:9][C:8]([N:11]3[CH2:15][CH2:14][N:13]([C:16]4[CH:17]=[N:18][CH:19]=[CH:20][C:21]=4[CH3:22])[C:12]3=[O:23])=[CH:7][C:3]=2[CH:4]=[N:5]1, predict the reactants needed to synthesize it. The reactants are: F[C:2]1[CH:10]=[CH:9][C:8]([N:11]2[CH2:15][CH2:14][N:13]([C:16]3[CH:17]=[N:18][CH:19]=[CH:20][C:21]=3[CH3:22])[C:12]2=[O:23])=[CH:7][C:3]=1[CH:4]=[N:5][OH:6].[H-].[Na+].CO.C(Cl)Cl. (3) Given the product [C:4]([O:3][C:1]([N:8]1[CH2:13][CH2:12][CH:11]([O:14][S:23]([CH3:22])(=[O:25])=[O:24])[CH2:10][CH2:9]1)=[O:2])([CH3:7])([CH3:6])[CH3:5], predict the reactants needed to synthesize it. The reactants are: [C:1]([N:8]1[CH2:13][CH2:12][CH:11]([OH:14])[CH2:10][CH2:9]1)([O:3][C:4]([CH3:7])([CH3:6])[CH3:5])=[O:2].C(N(CC)CC)C.[CH3:22][S:23](Cl)(=[O:25])=[O:24].O.